This data is from Full USPTO retrosynthesis dataset with 1.9M reactions from patents (1976-2016). The task is: Predict the reactants needed to synthesize the given product. (1) Given the product [Cl:28][C:25]1[CH:24]=[CH:23][C:22]([C@@:18]2([OH:21])[CH2:19][CH2:20][N:15]([C:13](=[O:14])[C@H:12]([NH:11][C:9]([CH:5]3[C:4]4([CH2:3][CH2:2][NH:1][C:42](=[O:43])[O:34]4)[CH2:8][CH2:7][CH2:6]3)=[O:10])[CH:31]([CH3:32])[CH3:33])[CH2:16][C:17]2([CH3:29])[CH3:30])=[CH:27][CH:26]=1, predict the reactants needed to synthesize it. The reactants are: [NH2:1][CH2:2][CH2:3][C:4]1([OH:34])[CH2:8][CH2:7][CH2:6][CH:5]1[C:9]([NH:11][C@H:12]([CH:31]([CH3:33])[CH3:32])[C:13]([N:15]1[CH2:20][CH2:19][C@@:18]([C:22]2[CH:27]=[CH:26][C:25]([Cl:28])=[CH:24][CH:23]=2)([OH:21])[C:17]([CH3:30])([CH3:29])[CH2:16]1)=[O:14])=[O:10].C(N(CC)CC)C.[C:42](N1C=CN=C1)(N1C=CN=C1)=[O:43].C(O)(C(F)(F)F)=O. (2) Given the product [C:1]([C:5]1[N:6]=[C:7]([NH:10][C:11]([N:26]2[CH2:27][CH2:28][CH2:29][N:23]([C:30]([CH:32]3[CH2:37][CH2:36][O:35][CH2:34][CH2:33]3)=[O:31])[CH2:24][CH2:25]2)=[O:12])[S:8][CH:9]=1)([CH3:4])([CH3:3])[CH3:2], predict the reactants needed to synthesize it. The reactants are: [C:1]([C:5]1[N:6]=[C:7]([NH2:10])[S:8][CH:9]=1)([CH3:4])([CH3:3])[CH3:2].[C:11](N1C=CN=C1)(N1C=CN=C1)=[O:12].[N:23]1([C:30]([CH:32]2[CH2:37][CH2:36][O:35][CH2:34][CH2:33]2)=[O:31])[CH2:29][CH2:28][CH2:27][NH:26][CH2:25][CH2:24]1. (3) Given the product [C:1]([O:5][C:6]([N:8]1[CH2:13][CH2:12][N:11]([C:14]([O:16][C:17]([CH3:18])([CH3:19])[CH3:20])=[O:15])[CH2:10][C@@H:9]1[C:21](=[O:23])[N:31]([O:40][CH3:41])[CH3:35])=[O:7])([CH3:3])([CH3:2])[CH3:4], predict the reactants needed to synthesize it. The reactants are: [C:1]([O:5][C:6]([N:8]1[CH2:13][CH2:12][N:11]([C:14]([O:16][C:17]([CH3:20])([CH3:19])[CH3:18])=[O:15])[CH2:10][C@@H:9]1[C:21]([OH:23])=O)=[O:7])([CH3:4])([CH3:3])[CH3:2].F[P-](F)(F)(F)(F)F.[N:31]1([O:40][C:41](N(C)C)=[N+](C)C)[C:35]2N=CC=CC=2N=N1.Cl.CNOC. (4) Given the product [Cl:46][C:47]1[CH:52]=[CH:51][C:50]([C:53]2[O:57][N:56]=[C:55]([C:58]([N:40]3[CH2:39][C@H:38]([CH2:41][CH:42]([CH3:44])[CH3:43])[NH:37][C:36](=[O:45])[C@@H:35]3[CH2:31][CH:32]([CH3:34])[CH3:33])=[O:59])[CH:54]=2)=[C:49]([F:61])[CH:48]=1, predict the reactants needed to synthesize it. The reactants are: FC1C=C(C2ON=C(C(N3C[C@H](CC(C)C)NC(=O)[C@@H]3CC(C)C)=O)C=2)C=CC=1F.[CH2:31]([C@@H:35]1[NH:40][CH2:39][C@H:38]([CH2:41][CH:42]([CH3:44])[CH3:43])[NH:37][C:36]1=[O:45])[CH:32]([CH3:34])[CH3:33].[Cl:46][C:47]1[CH:52]=[CH:51][C:50]([C:53]2[O:57][N:56]=[C:55]([C:58](O)=[O:59])[CH:54]=2)=[C:49]([F:61])[CH:48]=1. (5) Given the product [CH:19]([NH:22][C:23](=[O:26])[CH:24]=[CH2:25])([CH3:21])[CH3:20].[C:27]([OH:31])(=[O:30])[CH:28]=[CH2:29], predict the reactants needed to synthesize it. The reactants are: C(OS([O-])(=O)=O)CCCCCCCCCCC.[Na+].[CH:19]([NH:22][C:23](=[O:26])[CH:24]=[CH2:25])([CH3:21])[CH3:20].[C:27]([OH:31])(=[O:30])[CH:28]=[CH2:29].C(C=CC(N)=O)C=CC(N)=O.S(OOS([O-])(=O)=O)([O-])(=O)=O.[K+].[K+].